From a dataset of Full USPTO retrosynthesis dataset with 1.9M reactions from patents (1976-2016). Predict the reactants needed to synthesize the given product. Given the product [C:23]([C:26]1[S:27][CH:28]=[C:29]([CH2:31][NH:32][C:14]([C:12]2[CH:11]=[CH:10][C:9]([O:17][CH2:18][CH:19]3[CH2:21][CH2:20]3)=[C:8]([C:5]3[CH:4]=[CH:3][C:2]([Cl:1])=[CH:7][CH:6]=3)[N:13]=2)=[O:16])[N:30]=1)([CH3:25])([CH3:22])[CH3:24], predict the reactants needed to synthesize it. The reactants are: [Cl:1][C:2]1[CH:7]=[CH:6][C:5]([C:8]2[N:13]=[C:12]([C:14]([OH:16])=O)[CH:11]=[CH:10][C:9]=2[O:17][CH2:18][CH:19]2[CH2:21][CH2:20]2)=[CH:4][CH:3]=1.[CH3:22][C:23]([C:26]1[S:27][CH:28]=[C:29]([CH2:31][NH2:32])[N:30]=1)([CH3:25])[CH3:24].